Dataset: Forward reaction prediction with 1.9M reactions from USPTO patents (1976-2016). Task: Predict the product of the given reaction. Given the reactants [C:1]12([C:14]([O:16]C)=[O:15])[CH2:9][C:5]([C:10]([O:12][CH3:13])=[O:11])([CH2:6][CH2:7][CH2:8]1)[CH2:4][CH2:3][CH2:2]2, predict the reaction product. The product is: [CH3:13][O:12][C:10]([C:5]12[CH2:9][C:1]([C:14]([OH:16])=[O:15])([CH2:8][CH2:7][CH2:6]1)[CH2:2][CH2:3][CH2:4]2)=[O:11].